From a dataset of CYP2C19 inhibition data for predicting drug metabolism from PubChem BioAssay. Regression/Classification. Given a drug SMILES string, predict its absorption, distribution, metabolism, or excretion properties. Task type varies by dataset: regression for continuous measurements (e.g., permeability, clearance, half-life) or binary classification for categorical outcomes (e.g., BBB penetration, CYP inhibition). Dataset: cyp2c19_veith. (1) The result is 0 (non-inhibitor). The compound is CCNc1ncc2nc(-c3ccc(Cl)cc3)c(=O)n(C[C@H]3CCCO3)c2n1. (2) The molecule is Cc1cc2cc3c(cc2nc1SCC(=O)Nc1c(C)cccc1C)CCC3. The result is 1 (inhibitor).